This data is from Full USPTO retrosynthesis dataset with 1.9M reactions from patents (1976-2016). The task is: Predict the reactants needed to synthesize the given product. (1) Given the product [NH2:1][C:2]1[C:11]2[N:10]([S:12]([NH2:15])(=[O:13])=[O:14])[CH2:9][CH2:8][NH:7][C:6]=2[N:5]=[C:4]([C:23]2[C:31]3[C:26](=[N:27][CH:28]=[CH:29][CH:30]=3)[N:25]([CH2:32][C:33]3[CH:38]=[CH:37][CH:36]=[CH:35][C:34]=3[F:39])[N:24]=2)[N:3]=1, predict the reactants needed to synthesize it. The reactants are: [NH2:1][C:2]1[C:11]2[N:10]([S:12]([NH:15]C(=O)OC(C)(C)C)(=[O:14])=[O:13])[CH2:9][CH2:8][NH:7][C:6]=2[N:5]=[C:4]([C:23]2[C:31]3[C:26](=[N:27][CH:28]=[CH:29][CH:30]=3)[N:25]([CH2:32][C:33]3[CH:38]=[CH:37][CH:36]=[CH:35][C:34]=3[F:39])[N:24]=2)[N:3]=1.FC(F)(F)C(O)=O. (2) Given the product [F:21][C:22]1[CH:27]=[C:26]([F:28])[C:25]([C:29]2[CH:30]=[N:31][CH:32]=[N:33][CH:34]=2)=[CH:24][C:23]=1[C@@:35]([NH:37][S@@:38]([C:40]([CH3:41])([CH3:43])[CH3:42])=[O:39])([CH2:8][C:7]([C:5]1[N:6]=[C:2]([CH3:1])[O:3][C:4]=1[CH3:10])=[O:9])[CH3:36], predict the reactants needed to synthesize it. The reactants are: [CH3:1][C:2]1[O:3][C:4]([CH3:10])=[C:5]([C:7](=[O:9])[CH3:8])[N:6]=1.C[Si](C)(C)[N-][Si](C)(C)C.[K+].[F:21][C:22]1[CH:27]=[C:26]([F:28])[C:25]([C:29]2[CH:30]=[N:31][CH:32]=[N:33][CH:34]=2)=[CH:24][C:23]=1/[C:35](=[N:37]/[S@@:38]([C:40]([CH3:43])([CH3:42])[CH3:41])=[O:39])/[CH3:36].O.